From a dataset of Full USPTO retrosynthesis dataset with 1.9M reactions from patents (1976-2016). Predict the reactants needed to synthesize the given product. (1) Given the product [CH3:22][O:21][C:19]([C:16]1[CH:15]=[CH:14][C:13]([C:12]2[O:11][N:10]=[C:9]([CH3:23])[C:8]=2[C:6]([OH:7])=[O:5])=[CH:18][CH:17]=1)=[O:20], predict the reactants needed to synthesize it. The reactants are: C([O:5][C:6]([C:8]1[C:9]([CH3:23])=[N:10][O:11][C:12]=1[C:13]1[CH:18]=[CH:17][C:16]([C:19]([O:21][CH3:22])=[O:20])=[CH:15][CH:14]=1)=[O:7])(C)(C)C.FC(F)(F)C(O)=O. (2) Given the product [Br:12][C:13]1[C:22]2[C:17](=[CH:18][CH:19]=[CH:20][CH:21]=2)[C:16]([C:2]#[N:1])=[N:15][CH:14]=1, predict the reactants needed to synthesize it. The reactants are: [N:1]12CCCN=C1CCCC[CH2:2]2.[Br:12][C:13]1[C:22]2[C:17](=[CH:18][CH:19]=[CH:20][CH:21]=2)[CH:16]=[N+:15]([O-])[CH:14]=1.C([Si](C)(C)C)#N.